From a dataset of Full USPTO retrosynthesis dataset with 1.9M reactions from patents (1976-2016). Predict the reactants needed to synthesize the given product. (1) Given the product [NH2:5][C@H:6]1[C@@H:15]([CH2:16][C:17]2[CH:18]=[CH:19][CH:20]=[CH:21][CH:22]=2)[C:14]2[C:9](=[CH:10][CH:11]=[C:12]([N:23]3[CH2:26][CH:25]([NH:27][S:28]([CH2:31][CH2:32][CH3:33])(=[O:30])=[O:29])[CH2:24]3)[CH:13]=2)[O:8][CH2:7]1, predict the reactants needed to synthesize it. The reactants are: C(OC(=O)[NH:5][C@H:6]1[C@@H:15]([CH2:16][C:17]2[CH:22]=[CH:21][CH:20]=[CH:19][CH:18]=2)[C:14]2[C:9](=[CH:10][CH:11]=[C:12]([N:23]3[CH2:26][CH:25]([NH:27][S:28]([CH2:31][CH2:32][CH3:33])(=[O:30])=[O:29])[CH2:24]3)[CH:13]=2)[O:8][CH2:7]1)C. (2) Given the product [Cl:11][C:12]1[N:17]=[C:16]([Cl:18])[C:15]([F:19])=[C:14]([NH:2][NH2:3])[N:13]=1, predict the reactants needed to synthesize it. The reactants are: O.[NH2:2][NH2:3].C(N(CC)CC)C.[Cl:11][C:12]1[N:17]=[C:16]([Cl:18])[C:15]([F:19])=[C:14](Cl)[N:13]=1. (3) Given the product [O:8]=[C:6]1[N:5]2[CH:9]=[C:10]([C:13]3[CH2:18][CH2:17][N:16]([C:19]([O:21][C:22]([CH3:25])([CH3:24])[CH3:23])=[O:20])[CH2:15][CH:14]=3)[N:11]=[CH:12][C:4]2=[N:3][C:2]([O:1][S:35]([C:38]([F:41])([F:40])[F:39])(=[O:37])=[O:36])=[CH:7]1, predict the reactants needed to synthesize it. The reactants are: [OH:1][C:2]1[N:3]=[C:4]2[CH:12]=[N:11][C:10]([C:13]3[CH2:18][CH2:17][N:16]([C:19]([O:21][C:22]([CH3:25])([CH3:24])[CH3:23])=[O:20])[CH2:15][CH:14]=3)=[CH:9][N:5]2[C:6](=[O:8])[CH:7]=1.[H-].[Na+].C1(N([S:35]([C:38]([F:41])([F:40])[F:39])(=[O:37])=[O:36])[S:35]([C:38]([F:41])([F:40])[F:39])(=[O:37])=[O:36])C=CC=CC=1. (4) Given the product [Cl:8][C:7]1[C:2]([CH:13]([C:14]([O:16][CH2:17][CH3:18])=[O:15])[C:12]([O:20][C:21]([CH3:24])([CH3:22])[CH3:23])=[O:19])=[N:3][CH:4]=[C:5]([N+:9]([O-:11])=[O:10])[CH:6]=1, predict the reactants needed to synthesize it. The reactants are: Cl[C:2]1[C:7]([Cl:8])=[CH:6][C:5]([N+:9]([O-:11])=[O:10])=[CH:4][N:3]=1.[C:12]([O:20][C:21]([CH3:24])([CH3:23])[CH3:22])(=[O:19])[CH2:13][C:14]([O:16][CH2:17][CH3:18])=[O:15].C([O-])([O-])=O.[K+].[K+].Cl. (5) Given the product [CH2:16]([O:8][C:5]1[CH:6]=[CH:7][C:2]([Br:1])=[C:3]([Cl:9])[CH:4]=1)[C:17]1[CH:22]=[CH:21][CH:20]=[CH:19][CH:18]=1, predict the reactants needed to synthesize it. The reactants are: [Br:1][C:2]1[CH:7]=[CH:6][C:5]([OH:8])=[CH:4][C:3]=1[Cl:9].C([O-])([O-])=O.[K+].[K+].[CH2:16](Br)[C:17]1[CH:22]=[CH:21][CH:20]=[CH:19][CH:18]=1. (6) Given the product [CH2:19]([NH:26][C:27](=[O:33])[C@H:28]([NH:32][C:1](=[O:3])[CH3:2])[CH2:29][O:30][CH3:31])[C:20]1[CH:25]=[CH:24][CH:23]=[CH:22][CH:21]=1, predict the reactants needed to synthesize it. The reactants are: [C:1](OC(=O)C)(=[O:3])[CH3:2].C(N[C@H](C(O)=O)CC(C)C)=O.[CH2:19]([NH:26][C:27](=[O:33])[C@H:28]([NH2:32])[CH2:29][O:30][CH3:31])[C:20]1[CH:25]=[CH:24][CH:23]=[CH:22][CH:21]=1.C(OC(C)C)(=O)C.C([O-])(=O)C.[Na+].[OH-].[Na+]. (7) Given the product [CH3:11][C:6]1[N:5]=[C:4]([C:13]([F:15])([F:14])[F:12])[C:9]([OH:10])=[CH:8][CH:7]=1, predict the reactants needed to synthesize it. The reactants are: [F-].[K+].I[C:4]1[C:9]([OH:10])=[CH:8][CH:7]=[C:6]([CH3:11])[N:5]=1.[F:12][C:13]([Si](C)(C)C)([F:15])[F:14].N. (8) Given the product [N:5]1([CH2:4][CH2:3][CH2:2][OH:1])[CH2:10][CH2:9][NH:8][CH2:7][CH2:6]1, predict the reactants needed to synthesize it. The reactants are: [OH:1][CH2:2][CH2:3][CH2:4][N:5]1[CH2:10][CH2:9][N:8](C=O)[CH2:7][CH2:6]1. (9) Given the product [CH2:24]([N:26]([CH2:27][CH3:28])[C:21]([C:11]1[CH:12]=[C:13]([C:14]2[CH:19]=[CH:18][C:17]([CH3:20])=[CH:16][N:15]=2)[N:9]([C:6]2[N:7]=[N:8][C:3]([O:2][CH3:1])=[CH:4][CH:5]=2)[N:10]=1)=[O:23])[CH3:25], predict the reactants needed to synthesize it. The reactants are: [CH3:1][O:2][C:3]1[N:8]=[N:7][C:6]([N:9]2[C:13]([C:14]3[CH:19]=[CH:18][C:17]([CH3:20])=[CH:16][N:15]=3)=[CH:12][C:11]([C:21]([OH:23])=O)=[N:10]2)=[CH:5][CH:4]=1.[CH2:24]([NH:26][CH2:27][CH3:28])[CH3:25]. (10) Given the product [C:11]1([C:17]2[CH:22]=[C:21]([C:4]3[CH:3]=[C:2]([CH3:1])[CH:7]=[CH:6][CH:5]=3)[CH:20]=[CH:19][N:18]=2)[CH:16]=[CH:15][CH:14]=[CH:13][CH:12]=1, predict the reactants needed to synthesize it. The reactants are: [CH3:1][C:2]1[CH:7]=[CH:6][CH:5]=[CH:4][C:3]=1B(O)O.[C:11]1([C:17]2[CH:22]=[C:21](Cl)[CH:20]=[CH:19][N:18]=2)[CH:16]=[CH:15][CH:14]=[CH:13][CH:12]=1.[O-]P([O-])([O-])=O.[K+].[K+].[K+].C1(C)C=CC=CC=1.